Task: Predict the reaction yield, written as a fraction of the theoretical maximum amount of product (1.0 means a 100% yield; for example, 0.34 means a 34% yield).. Dataset: Reaction yield outcomes from USPTO patents with 853,638 reactions (1) The reactants are [Cu](C#N)[C:2]#[N:3].N(OCCC(C)C)=O.[Cl:14][C:15]1[C:20](N)=[CH:19][CH:18]=[C:17]([O:22][CH3:23])[N:16]=1. The catalyst is C(#N)C.O. The product is [Cl:14][C:15]1[N:16]=[C:17]([O:22][CH3:23])[CH:18]=[CH:19][C:20]=1[C:2]#[N:3]. The yield is 0.234. (2) The reactants are [OH:1][C:2]1[C:3]([N+:8]([O-:10])=[O:9])=[N:4][CH:5]=[CH:6][CH:7]=1.C[O-].[Na+].[Br:14]Br. The catalyst is CO. The product is [Br:14][C:5]1[CH:6]=[CH:7][C:2]([OH:1])=[C:3]([N+:8]([O-:10])=[O:9])[N:4]=1. The yield is 0.960. (3) The reactants are [CH2:1]([N:8]([CH:30]([CH3:32])[CH3:31])[C:9]([C:11]1[C:12]([C:23]2[CH:28]=[CH:27][CH:26]=[CH:25][C:24]=2[F:29])=[N:13][C:14]([N:17]2[CH2:22][CH2:21][O:20][CH2:19][CH2:18]2)=[N:15][CH:16]=1)=[O:10])[C:2]1[CH:7]=[CH:6][CH:5]=[CH:4][CH:3]=1.[ClH:33]. The catalyst is CCOCC. The product is [ClH:33].[CH2:1]([N:8]([CH:30]([CH3:32])[CH3:31])[C:9]([C:11]1[C:12]([C:23]2[CH:28]=[CH:27][CH:26]=[CH:25][C:24]=2[F:29])=[N:13][C:14]([N:17]2[CH2:22][CH2:21][O:20][CH2:19][CH2:18]2)=[N:15][CH:16]=1)=[O:10])[C:2]1[CH:7]=[CH:6][CH:5]=[CH:4][CH:3]=1. The yield is 0.930. (4) The reactants are [CH:1]([C:4]1[CH:11]=[CH:10][C:7]([CH:8]=O)=[CH:6][CH:5]=1)([CH3:3])[CH3:2].[CH3:12][O:13][C:14](=[O:22])[C:15]1[CH:20]=[CH:19][C:18]([NH2:21])=[N:17][CH:16]=1.C([O:25][C:26](=O)[C:27]([OH:38])=[CH:28][C:29](=[O:37])[C:30]1[CH:35]=[CH:34][C:33]([CH3:36])=[CH:32][CH:31]=1)C. No catalyst specified. The product is [CH3:12][O:13][C:14](=[O:22])[C:15]1[CH:20]=[CH:19][C:18]([N:21]2[CH:8]([C:7]3[CH:10]=[CH:11][C:4]([CH:1]([CH3:3])[CH3:2])=[CH:5][CH:6]=3)[C:28]([C:29](=[O:37])[C:30]3[CH:35]=[CH:34][C:33]([CH3:36])=[CH:32][CH:31]=3)=[C:27]([OH:38])[C:26]2=[O:25])=[N:17][CH:16]=1. The yield is 0.100. (5) The yield is 0.650. The catalyst is C(O)C. The reactants are [F:1][C:2]1[CH:7]=[C:6]([O:8][C:9]2[CH:14]=[CH:13][N:12]=[C:11]([NH:15][C:16]([N:18]3[CH2:21][CH:20]([OH:22])[CH2:19]3)=[O:17])[CH:10]=2)[C:5]([F:23])=[CH:4][C:3]=1[NH:24][C:25]([CH2:27][C:28]1([CH2:31][C:32]([NH:34][C:35]2[CH:40]=[CH:39][C:38]([F:41])=[CH:37][CH:36]=2)=[O:33])[CH2:30][CH2:29]1)=[O:26].[CH2:42]([S:44]([OH:47])(=[O:46])=[O:45])[CH3:43]. The product is [CH2:42]([S:44]([OH:47])(=[O:46])=[O:45])[CH3:43].[F:1][C:2]1[CH:7]=[C:6]([O:8][C:9]2[CH:14]=[CH:13][N:12]=[C:11]([NH:15][C:16]([N:18]3[CH2:19][CH:20]([OH:22])[CH2:21]3)=[O:17])[CH:10]=2)[C:5]([F:23])=[CH:4][C:3]=1[NH:24][C:25]([CH2:27][C:28]1([CH2:31][C:32]([NH:34][C:35]2[CH:36]=[CH:37][C:38]([F:41])=[CH:39][CH:40]=2)=[O:33])[CH2:30][CH2:29]1)=[O:26].